This data is from Forward reaction prediction with 1.9M reactions from USPTO patents (1976-2016). The task is: Predict the product of the given reaction. (1) Given the reactants C([O-])(=O)C.[Na+].[C:6]([C:9]1[CH:19]=[C:18]([F:20])[CH:17]=[CH:16][C:10]=1[O:11][CH2:12]C(O)=O)(=O)[CH3:7].O, predict the reaction product. The product is: [F:20][C:18]1[CH:17]=[CH:16][C:10]2[O:11][CH:12]=[C:6]([CH3:7])[C:9]=2[CH:19]=1. (2) Given the reactants [N:1]1([C:6]2[CH:7]=[CH:8][C:9]([NH:12]C(=O)OC(C)(C)C)=[N:10][CH:11]=2)[CH:5]=[N:4][N:3]=[N:2]1.[ClH:20].O1CCOCC1, predict the reaction product. The product is: [ClH:20].[N:1]1([C:6]2[CH:7]=[CH:8][C:9]([NH2:12])=[N:10][CH:11]=2)[CH:5]=[N:4][N:3]=[N:2]1. (3) Given the reactants [C:1]([C:4]1[CH:9]=[CH:8][CH:7]=[CH:6][CH:5]=1)(=[O:3])[CH3:2].[OH-].[Na+].[CH:12]([C:14]1[CH:22]=[CH:21][C:17]([C:18]([OH:20])=[O:19])=[CH:16][CH:15]=1)=O.Cl, predict the reaction product. The product is: [C:18]([C:17]1[CH:21]=[CH:22][C:14]([CH:12]=[CH:2][C:1]([C:4]2[CH:9]=[CH:8][CH:7]=[CH:6][CH:5]=2)=[O:3])=[CH:15][CH:16]=1)([OH:20])=[O:19]. (4) Given the reactants CO[C:3](=[O:15])[C:4]1[CH:13]=[C:12]([Cl:14])[CH:11]=[C:6]([C:7]([O:9]C)=[O:8])[CH:5]=1.[OH-].[Na+].COC(=O)C1C=C(Cl)C=C(C(O)=O)C=1.Cl.[CH3:33][N:34](C)[CH2:35][CH2:36][CH2:37]N=C=NCC.ON1C2C=CC=CC=2N=N1.CNCCC.[OH-].[Li+].Cl, predict the reaction product. The product is: [Cl:14][C:12]1[CH:13]=[C:4]([C:3]([N:34]([CH3:33])[CH2:35][CH2:36][CH3:37])=[O:15])[CH:5]=[C:6]([CH:11]=1)[C:7]([OH:9])=[O:8]. (5) Given the reactants [NH2:1][C:2]1[CH:35]=[CH:34][C:5]([CH2:6][C@H:7]2[CH2:11][CH2:10][C@H:9]([C@H:12]([O:19][Si](C(C)(C)C)(C)C)[C:13]3[CH:18]=[CH:17][CH:16]=[CH:15][CH:14]=3)[N:8]2C(OC(C)(C)C)=O)=[CH:4][CH:3]=1.[F:36][C:37]([F:60])([F:59])[C:38]1[CH:43]=[CH:42][C:41]([C:44]2[N:45]=[C:46]([C:49]3[CH:54]=[CH:53][C:52]([S:55](Cl)(=[O:57])=[O:56])=[CH:51][CH:50]=3)[S:47][CH:48]=2)=[CH:40][CH:39]=1, predict the reaction product. The product is: [OH:19][C@H:12]([C:13]1[CH:18]=[CH:17][CH:16]=[CH:15][CH:14]=1)[C@@H:9]1[NH:8][C@@H:7]([CH2:6][C:5]2[CH:34]=[CH:35][C:2]([NH:1][S:55]([C:52]3[CH:53]=[CH:54][C:49]([C:46]4[S:47][CH:48]=[C:44]([C:41]5[CH:42]=[CH:43][C:38]([C:37]([F:60])([F:59])[F:36])=[CH:39][CH:40]=5)[N:45]=4)=[CH:50][CH:51]=3)(=[O:57])=[O:56])=[CH:3][CH:4]=2)[CH2:11][CH2:10]1.